This data is from Forward reaction prediction with 1.9M reactions from USPTO patents (1976-2016). The task is: Predict the product of the given reaction. (1) Given the reactants [NH:1]1[CH2:6][CH2:5][CH:4]([CH2:7][N:8]2[CH2:13][CH2:12][CH:11]([CH2:14][NH:15][C:16]([C:18]3[C:26]4[N:25]=[C:24]([CH:27]([CH3:29])[CH3:28])[NH:23][C:22]=4[CH:21]=[CH:20][CH:19]=3)=[O:17])[CH2:10][CH2:9]2)[CH2:3][CH2:2]1.C(N(CC)C(C)C)(C)C.ClCCl.[Cl:42][C:43]1[CH:51]=[CH:50][CH:49]=[CH:48][C:44]=1[C:45](Cl)=[O:46], predict the reaction product. The product is: [Cl:42][C:43]1[CH:51]=[CH:50][CH:49]=[CH:48][C:44]=1[C:45]([N:1]1[CH2:2][CH2:3][CH:4]([CH2:7][N:8]2[CH2:9][CH2:10][CH:11]([CH2:14][NH:15][C:16]([C:18]3[C:26]4[N:25]=[C:24]([CH:27]([CH3:29])[CH3:28])[NH:23][C:22]=4[CH:21]=[CH:20][CH:19]=3)=[O:17])[CH2:12][CH2:13]2)[CH2:5][CH2:6]1)=[O:46]. (2) Given the reactants Cl.[CH3:2][O:3][C:4](=[O:9])[C@H:5]([CH2:7][OH:8])[NH2:6].C(N(CC)CC)C.Cl[C:18](Cl)([O:20]C(=O)OC(Cl)(Cl)Cl)Cl, predict the reaction product. The product is: [O:20]=[C:18]1[NH:6][C@H:5]([C:4]([O:3][CH3:2])=[O:9])[CH2:7][O:8]1. (3) Given the reactants [O:1]=[C:2]1[CH:7]=[CH:6][C:5]([CH:8]2[CH2:13][CH2:12][C:11](=O)[CH2:10][CH2:9]2)=[CH:4][N:3]1[CH2:15][C:16]#[N:17].[NH:18]1[CH2:21][CH:20]([NH:22][C:23]([CH2:25][NH:26][C:27](=[O:38])[C:28]2[CH:33]=[CH:32][CH:31]=[C:30]([C:34]([F:37])([F:36])[F:35])[CH:29]=2)=[O:24])[CH2:19]1, predict the reaction product. The product is: [C:16]([CH2:15][N:3]1[C:2](=[O:1])[CH:7]=[CH:6][C:5]([CH:8]2[CH2:13][CH2:12][CH:11]([N:18]3[CH2:21][CH:20]([NH:22][C:23]([CH2:25][NH:26][C:27](=[O:38])[C:28]4[CH:33]=[CH:32][CH:31]=[C:30]([C:34]([F:37])([F:35])[F:36])[CH:29]=4)=[O:24])[CH2:19]3)[CH2:10][CH2:9]2)=[CH:4]1)#[N:17]. (4) Given the reactants OC(C(F)(F)F)=O.[NH:8]1[CH2:11][CH:10]([NH:12][C:13](=[O:30])[CH2:14][NH:15][C:16]2[C:24]3[C:19](=[CH:20][CH:21]=[C:22]([C:25]([F:28])([F:27])[F:26])[CH:23]=3)[N:18]([CH3:29])[N:17]=2)[CH2:9]1.[OH:31][C:32]1([C:39]2[CH:40]=[N:41][N:42]([CH3:44])[CH:43]=2)[CH2:37][CH2:36][C:35](=O)[CH2:34][CH2:33]1, predict the reaction product. The product is: [OH:31][C:32]1([C:39]2[CH:40]=[N:41][N:42]([CH3:44])[CH:43]=2)[CH2:33][CH2:34][CH:35]([N:8]2[CH2:9][CH:10]([NH:12][C:13](=[O:30])[CH2:14][NH:15][C:16]3[C:24]4[C:19](=[CH:20][CH:21]=[C:22]([C:25]([F:27])([F:26])[F:28])[CH:23]=4)[N:18]([CH3:29])[N:17]=3)[CH2:11]2)[CH2:36][CH2:37]1. (5) Given the reactants [F:1][C:2]1[CH:7]=[C:6]([F:8])[CH:5]=[CH:4][C:3]=1[C:9]1[CH:20]=[C:13]([C:14]([O:16][CH2:17][CH2:18][CH3:19])=[O:15])[C:12]([OH:21])=[CH:11][CH:10]=1.Cl[C:23]1[C:32]2[C:27](=[CH:28][C:29]([O:35][CH3:36])=[C:30]([O:33][CH3:34])[CH:31]=2)[N:26]=[CH:25][CH:24]=1, predict the reaction product. The product is: [CH3:34][O:33][C:30]1[CH:31]=[C:32]2[C:27](=[CH:28][C:29]=1[O:35][CH3:36])[N:26]=[CH:25][CH:24]=[C:23]2[O:21][C:12]1[CH:11]=[CH:10][C:9]([C:3]2[CH:4]=[CH:5][C:6]([F:8])=[CH:7][C:2]=2[F:1])=[CH:20][C:13]=1[C:14]([O:16][CH2:17][CH2:18][CH3:19])=[O:15]. (6) Given the reactants [NH2:1][C:2]1[C:11]2[C:6](=[CH:7][CH:8]=[CH:9][C:10]=2[O:12][CH2:13][C@@H:14]([NH2:16])[CH3:15])[N:5]=[C:4]([CH3:17])[C:3]=1[C:18]([O:20][CH2:21][CH3:22])=[O:19].[OH:23][CH2:24][CH2:25][O:26][C:27]1[CH:35]=[CH:34][C:30]([C:31](O)=[O:32])=[CH:29][C:28]=1[O:36][CH3:37], predict the reaction product. The product is: [NH2:1][C:2]1[C:11]2[C:6](=[CH:7][CH:8]=[CH:9][C:10]=2[O:12][CH2:13][C@@H:14]([NH:16][C:31](=[O:32])[C:30]2[CH:34]=[CH:35][C:27]([O:26][CH2:25][CH2:24][OH:23])=[C:28]([O:36][CH3:37])[CH:29]=2)[CH3:15])[N:5]=[C:4]([CH3:17])[C:3]=1[C:18]([O:20][CH2:21][CH3:22])=[O:19].